From a dataset of Merck oncology drug combination screen with 23,052 pairs across 39 cell lines. Regression. Given two drug SMILES strings and cell line genomic features, predict the synergy score measuring deviation from expected non-interaction effect. Drug 1: CC1(c2nc3c(C(N)=O)cccc3[nH]2)CCCN1. Drug 2: CCc1c2c(nc3ccc(O)cc13)-c1cc3c(c(=O)n1C2)COC(=O)C3(O)CC. Cell line: A2058. Synergy scores: synergy=37.2.